Task: Predict the product of the given reaction.. Dataset: Forward reaction prediction with 1.9M reactions from USPTO patents (1976-2016) (1) Given the reactants Cl.[NH2:2][OH:3].[CH3:4][O:5][CH2:6][O:7][C:8]1[CH:13]=[CH:12][C:11]([C:14](=O)[CH2:15][CH2:16][CH3:17])=[CH:10][CH:9]=1.N1C=CC=CC=1, predict the reaction product. The product is: [CH3:4][O:5][CH2:6][O:7][C:8]1[CH:13]=[CH:12][C:11]([C:14](=[N:2][OH:3])[CH2:15][CH2:16][CH3:17])=[CH:10][CH:9]=1. (2) Given the reactants [CH:1]1([NH2:7])[CH2:6][CH2:5][CH2:4][CH2:3][CH2:2]1.[CH:8]([C:10]1[CH:26]=[CH:25][C:13]([O:14][C:15]([CH3:24])([CH3:23])[C:16]([O:18][C:19]([CH3:22])([CH3:21])[CH3:20])=[O:17])=[C:12]([CH3:27])[CH:11]=1)=O.C(O[BH-](OC(=O)C)OC(=O)C)(=O)C.[Na+].C(=O)(O)[O-].[Na+], predict the reaction product. The product is: [CH:1]1([NH:7][CH2:8][C:10]2[CH:26]=[CH:25][C:13]([O:14][C:15]([CH3:24])([CH3:23])[C:16]([O:18][C:19]([CH3:21])([CH3:22])[CH3:20])=[O:17])=[C:12]([CH3:27])[CH:11]=2)[CH2:6][CH2:5][CH2:4][CH2:3][CH2:2]1. (3) Given the reactants [F:1][C:2]1[CH:3]=[CH:4][CH:5]=[C:6]2[C:11]=1[N:10]=[C:9]([N:12]1[CH2:17][CH2:16][N:15]([C:18]3[CH:23]=[CH:22][C:21]([F:24])=[CH:20][CH:19]=3)[CH2:14][CH2:13]1)[N:8]([C:25]1[CH:30]=[C:29]([C:31]([F:34])([F:33])[F:32])[CH:28]=[CH:27][C:26]=1[O:35][CH3:36])[CH:7]2[CH2:37][C:38]([O:40]C)=[O:39].[OH-].[Na+], predict the reaction product. The product is: [F:1][C:2]1[CH:3]=[CH:4][CH:5]=[C:6]2[C:11]=1[N:10]=[C:9]([N:12]1[CH2:13][CH2:14][N:15]([C:18]3[CH:19]=[CH:20][C:21]([F:24])=[CH:22][CH:23]=3)[CH2:16][CH2:17]1)[N:8]([C:25]1[CH:30]=[C:29]([C:31]([F:34])([F:32])[F:33])[CH:28]=[CH:27][C:26]=1[O:35][CH3:36])[CH:7]2[CH2:37][C:38]([OH:40])=[O:39].